From a dataset of Forward reaction prediction with 1.9M reactions from USPTO patents (1976-2016). Predict the product of the given reaction. (1) Given the reactants [Cl:1][C:2]1[CH:3]=[CH:4][C:5]([N:17]([CH3:22])[S:18]([CH3:21])(=[O:20])=[O:19])=[C:6]([CH:16]=1)[CH2:7][NH:8]C(=O)OC(C)(C)C.Cl, predict the reaction product. The product is: [ClH:1].[NH2:8][CH2:7][C:6]1[CH:16]=[C:2]([Cl:1])[CH:3]=[CH:4][C:5]=1[N:17]([CH3:22])[S:18]([CH3:21])(=[O:20])=[O:19]. (2) Given the reactants COC1C=CC(C[NH:8][C:9]2[N:10]=[CH:11][CH:12]=[C:13]3[C:18]=2[C:17](=[O:19])[N:16]([CH3:20])[C:15]2[CH:21]=[C:22]([O:25][CH2:26][C@@H:27]([NH:32]C(=O)OC(C)(C)C)[CH2:28][CH:29]([CH3:31])[CH3:30])[CH:23]=[CH:24][C:14]3=2)=CC=1.[C:42]([OH:48])([C:44]([F:47])([F:46])[F:45])=[O:43], predict the reaction product. The product is: [C:42]([OH:48])([C:44]([F:47])([F:46])[F:45])=[O:43].[NH2:8][C:9]1[N:10]=[CH:11][CH:12]=[C:13]2[C:18]=1[C:17](=[O:19])[N:16]([CH3:20])[C:15]1[CH:21]=[C:22]([O:25][CH2:26][C@@H:27]([NH2:32])[CH2:28][CH:29]([CH3:30])[CH3:31])[CH:23]=[CH:24][C:14]2=1. (3) Given the reactants [CH3:1][O:2][C:3]1[CH:12]=[C:11]2[C:6]([N:7]=[CH:8][C:9](=O)[NH:10]2)=[CH:5][C:4]=1[O:14][CH2:15][CH2:16][N:17]1[CH2:22][CH2:21][O:20][CH2:19][CH2:18]1.O=P(Cl)(Cl)[Cl:25], predict the reaction product. The product is: [Cl:25][C:9]1[CH:8]=[N:7][C:6]2[C:11](=[CH:12][C:3]([O:2][CH3:1])=[C:4]([O:14][CH2:15][CH2:16][N:17]3[CH2:22][CH2:21][O:20][CH2:19][CH2:18]3)[CH:5]=2)[N:10]=1. (4) The product is: [C:1]([O:5][C:6]([N:8]([C:36]([O:38][C:39]([CH3:42])([CH3:41])[CH3:40])=[O:37])[C:9]1[C:10]([C:22]2[CH:34]=[CH:33][C:25]([C:26]([O:28][C:29]([CH3:31])([CH3:32])[CH3:30])=[O:27])=[C:24]([F:35])[CH:23]=2)=[N:11][C:12]([CH:15]2[CH2:20][CH2:19][CH2:18][C:17](=[O:21])[CH2:16]2)=[CH:13][N:14]=1)=[O:7])([CH3:2])([CH3:3])[CH3:4]. Given the reactants [C:1]([O:5][C:6]([N:8]([C:36]([O:38][C:39]([CH3:42])([CH3:41])[CH3:40])=[O:37])[C:9]1[C:10]([C:22]2[CH:34]=[CH:33][C:25]([C:26]([O:28][C:29]([CH3:32])([CH3:31])[CH3:30])=[O:27])=[C:24]([F:35])[CH:23]=2)=[N:11][C:12]([C:15]2[CH2:20][CH2:19][CH2:18][C:17](=[O:21])[CH:16]=2)=[CH:13][N:14]=1)=[O:7])([CH3:4])([CH3:3])[CH3:2], predict the reaction product. (5) Given the reactants [CH3:1][O:2][C:3]1[C:8]2[N:9]=[N:10][N:11]([CH2:14][C:15]([OH:17])=O)[C:12](=[O:13])[C:7]=2[CH:6]=[CH:5][CH:4]=1.[C:18]1([CH3:27])[CH:23]=[CH:22][C:21]([C@@H:24]([NH2:26])[CH3:25])=[CH:20][CH:19]=1, predict the reaction product. The product is: [CH3:1][O:2][C:3]1[C:8]2[N:9]=[N:10][N:11]([CH2:14][C:15]([NH:26][C@H:24]([C:21]3[CH:22]=[CH:23][C:18]([CH3:27])=[CH:19][CH:20]=3)[CH3:25])=[O:17])[C:12](=[O:13])[C:7]=2[CH:6]=[CH:5][CH:4]=1. (6) Given the reactants [Cl:1][C:2]1[CH:3]=[C:4]([NH:23][C:24]([NH:26][C:27]2[C:32]([CH3:33])=[CH:31][C:30]([CH2:34][CH2:35][CH3:36])=[CH:29][C:28]=2[CH3:37])=[O:25])[C:5]([C:8]([NH:10][C:11]2([C:19]([O:21]C)=[O:20])[CH2:18][CH2:17][CH2:16][CH2:15][CH2:14][CH2:13][CH2:12]2)=[O:9])=[N:6][CH:7]=1.Cl, predict the reaction product. The product is: [Cl:1][C:2]1[CH:3]=[C:4]([NH:23][C:24]([NH:26][C:27]2[C:28]([CH3:37])=[CH:29][C:30]([CH2:34][CH2:35][CH3:36])=[CH:31][C:32]=2[CH3:33])=[O:25])[C:5]([C:8]([NH:10][C:11]2([C:19]([OH:21])=[O:20])[CH2:18][CH2:17][CH2:16][CH2:15][CH2:14][CH2:13][CH2:12]2)=[O:9])=[N:6][CH:7]=1. (7) Given the reactants [Si]([O:8][C:9]([C@:11]12[CH2:55][CH2:54][C@@H:53]([C:56]([CH3:58])=[CH2:57])[C@@H:12]1[C@@H:13]1[C@@:26]([CH3:29])([CH2:27][CH2:28]2)[C@@:25]2([CH3:30])[C@@H:16]([C@:17]3([CH3:52])[C@@H:22]([CH2:23][CH2:24]2)[C:21]([CH3:32])([CH3:31])[C:20]([C:33]2[CH2:51][C:35]4([CH2:38][C:37]([C:45]([O:47][CH:48]([CH3:50])[CH3:49])=[O:46])([C:39]([O:41][CH:42]([CH3:44])[CH3:43])=[O:40])[CH2:36]4)[CH:34]=2)=[CH:19][CH2:18]3)[CH2:15][CH2:14]1)=[O:10])(C(C)(C)C)(C)C.CCCC[N+](CCCC)(CCCC)CCCC.[F-], predict the reaction product. The product is: [CH:48]([O:47][C:45]([C:37]1([C:39]([O:41][CH:42]([CH3:44])[CH3:43])=[O:40])[CH2:38][C:35]2([CH:34]=[C:33]([C:20]3[C:21]([CH3:32])([CH3:31])[C@H:22]4[C@:17]([CH3:52])([CH2:18][CH:19]=3)[C@@H:16]3[C@:25]([CH3:30])([C@@:26]5([CH3:29])[C@H:13]([CH2:14][CH2:15]3)[C@H:12]3[C@H:53]([C:56]([CH3:58])=[CH2:57])[CH2:54][CH2:55][C@:11]3([C:9]([OH:10])=[O:8])[CH2:28][CH2:27]5)[CH2:24][CH2:23]4)[CH2:51]2)[CH2:36]1)=[O:46])([CH3:50])[CH3:49]. (8) The product is: [C:38]([O:37][C:35]([N:8]1[CH2:9][CH2:10][C:4]2[C:3]([C:19]#[N:20])=[C:2]([Cl:1])[CH:18]=[CH:17][C:5]=2[CH2:6][CH2:7]1)=[O:36])([CH3:39])([CH3:40])[CH3:41]. Given the reactants [Cl:1][C:2]1[CH:18]=[CH:17][C:5]2[CH2:6][CH2:7][N:8](C(=O)C(F)(F)F)[CH2:9][CH2:10][C:4]=2[C:3]=1[C:19]#[N:20].C([O-])([O-])=O.[K+].[K+].[C:38]([O:37][C:35](O[C:35]([O:37][C:38]([CH3:41])([CH3:40])[CH3:39])=[O:36])=[O:36])([CH3:41])([CH3:40])[CH3:39], predict the reaction product. (9) Given the reactants Cl[C:2]1[CH:7]=[C:6]([Cl:8])[N:5]=[C:4]([CH3:9])[N:3]=1.[OH:10][C:11]1[CH:37]=[CH:36][CH:35]=[CH:34][C:12]=1[CH2:13][NH:14][C:15]([NH:17][C:18]1[N:22]([C:23]2[CH:28]=[CH:27][C:26]([CH3:29])=[CH:25][CH:24]=2)[N:21]=[C:20]([C:30]([CH3:33])([CH3:32])[CH3:31])[CH:19]=1)=[O:16].[OH-].[Na+].[Cl-].[NH4+], predict the reaction product. The product is: [Cl:8][C:6]1[N:5]=[C:4]([CH3:9])[N:3]=[C:2]([O:10][C:11]2[CH:37]=[CH:36][CH:35]=[CH:34][C:12]=2[CH2:13][NH:14][C:15]([NH:17][C:18]2[N:22]([C:23]3[CH:28]=[CH:27][C:26]([CH3:29])=[CH:25][CH:24]=3)[N:21]=[C:20]([C:30]([CH3:32])([CH3:33])[CH3:31])[CH:19]=2)=[O:16])[CH:7]=1. (10) Given the reactants [F:1][C:2]([F:17])([F:16])[C:3]1[CH:4]=[C:5]([N:13]=[C:14]=[O:15])[CH:6]=[C:7]([C:9]([F:12])([F:11])[F:10])[CH:8]=1.[CH2:18]([O:20][P:21]([C:26]1[CH:32]=[C:31]([Br:33])[CH:30]=[CH:29][C:27]=1[NH2:28])([O:23][CH2:24][CH3:25])=[O:22])[CH3:19], predict the reaction product. The product is: [CH2:18]([O:20][P:21]([C:26]1[CH:32]=[C:31]([Br:33])[CH:30]=[CH:29][C:27]=1[NH:28][C:14]([NH:13][C:5]1[CH:4]=[C:3]([C:2]([F:16])([F:17])[F:1])[CH:8]=[C:7]([C:9]([F:12])([F:10])[F:11])[CH:6]=1)=[O:15])([O:23][CH2:24][CH3:25])=[O:22])[CH3:19].